This data is from Forward reaction prediction with 1.9M reactions from USPTO patents (1976-2016). The task is: Predict the product of the given reaction. Given the reactants [CH3:1][O:2][CH2:3][CH2:4][N:5]1[C:13]2[C:8](=[CH:9][CH:10]=[CH:11][C:12]=2[CH3:14])[C:7]([C:15]([OH:17])=O)=[CH:6]1.CCN(C(C)C)C(C)C.[C:27]([O:31][C:32](=[O:52])[NH:33][CH2:34][C:35]1[CH:40]=[CH:39][C:38]([O:41][CH2:42][C:43](=[O:45])[NH2:44])=[C:37]([CH:46]2[CH2:51][CH2:50][NH:49][CH2:48][CH2:47]2)[CH:36]=1)([CH3:30])([CH3:29])[CH3:28].C1C=CC2N(O)N=NC=2C=1.CCN=C=NCCCN(C)C, predict the reaction product. The product is: [C:27]([O:31][C:32](=[O:52])[NH:33][CH2:34][C:35]1[CH:40]=[CH:39][C:38]([O:41][CH2:42][C:43](=[O:45])[NH2:44])=[C:37]([CH:46]2[CH2:47][CH2:48][N:49]([C:15]([C:7]3[C:8]4[C:13](=[C:12]([CH3:14])[CH:11]=[CH:10][CH:9]=4)[N:5]([CH2:4][CH2:3][O:2][CH3:1])[CH:6]=3)=[O:17])[CH2:50][CH2:51]2)[CH:36]=1)([CH3:30])([CH3:28])[CH3:29].